Dataset: Full USPTO retrosynthesis dataset with 1.9M reactions from patents (1976-2016). Task: Predict the reactants needed to synthesize the given product. (1) Given the product [Br:1][C:2]1[CH:3]=[C:4]([CH2:8][CH2:9][CH2:10][CH2:11][O:12][S:19]([C:16]2[CH:17]=[CH:18][C:13]([CH3:23])=[CH:14][CH:15]=2)(=[O:21])=[O:20])[CH:5]=[CH:6][CH:7]=1, predict the reactants needed to synthesize it. The reactants are: [Br:1][C:2]1[CH:3]=[C:4]([CH2:8][CH2:9][CH2:10][CH2:11][OH:12])[CH:5]=[CH:6][CH:7]=1.[C:13]1([CH3:23])[CH:18]=[CH:17][C:16]([S:19](Cl)(=[O:21])=[O:20])=[CH:15][CH:14]=1.C(N(CC)CC)C.[NH4+].[Cl-]. (2) The reactants are: [Li]C(C)(C)C.I[CH2:7][C:8]([CH3:19])([CH3:18])[CH2:9][O:10][CH2:11][C:12]1[CH:17]=[CH:16][CH:15]=[CH:14][CH:13]=1.[O:20]1[C:24]2([CH2:29][CH2:28][C:27](=[O:30])[CH2:26][CH2:25]2)[O:23][CH2:22][CH2:21]1. Given the product [CH2:11]([O:10][CH2:9][C:8]([CH3:19])([CH3:18])[CH2:7][C:27]1([OH:30])[CH2:28][CH2:29][C:24]2([O:23][CH2:22][CH2:21][O:20]2)[CH2:25][CH2:26]1)[C:12]1[CH:17]=[CH:16][CH:15]=[CH:14][CH:13]=1, predict the reactants needed to synthesize it. (3) The reactants are: Cl.[NH2:2][CH2:3][C@H:4]1[CH2:9][CH2:8][C@H:7]([C:10]([NH:12][C@@H:13]([CH2:37][C:38]2[CH:43]=[CH:42][C:41]([C:44]3[CH:49]=[CH:48][C:47]([C:50](=[O:59])[NH:51][CH:52]4[CH2:57][CH2:56][N:55]([CH3:58])[CH2:54][CH2:53]4)=[CH:46][C:45]=3[CH3:60])=[CH:40][CH:39]=2)[C:14]([NH:16][C:17]2[CH:22]=[CH:21][C:20]([C:23]3[NH:27][N:26]=[C:25]([C:28]([F:36])([F:35])[C:29]([F:34])([F:33])[C:30]([OH:32])=[O:31])[N:24]=3)=[CH:19][CH:18]=2)=[O:15])=[O:11])[CH2:6][CH2:5]1.[Cl-].C(=O)([O-])O.[Na+]. Given the product [NH2:2][CH2:3][C@H:4]1[CH2:5][CH2:6][C@H:7]([C:10]([NH:12][C@@H:13]([CH2:37][C:38]2[CH:39]=[CH:40][C:41]([C:44]3[CH:49]=[CH:48][C:47]([C:50](=[O:59])[NH:51][CH:52]4[CH2:53][CH2:54][N:55]([CH3:58])[CH2:56][CH2:57]4)=[CH:46][C:45]=3[CH3:60])=[CH:42][CH:43]=2)[C:14]([NH:16][C:17]2[CH:22]=[CH:21][C:20]([C:23]3[NH:27][N:26]=[C:25]([C:28]([F:36])([F:35])[C:29]([F:33])([F:34])[C:30]([OH:32])=[O:31])[N:24]=3)=[CH:19][CH:18]=2)=[O:15])=[O:11])[CH2:8][CH2:9]1, predict the reactants needed to synthesize it. (4) Given the product [CH2:20]([N:8]([CH2:1][C:2]1[CH:7]=[CH:6][CH:5]=[CH:4][CH:3]=1)[CH:9]1[CH2:13][CH:12]([C:14]([OH:16])=[O:15])[CH:11]([CH3:19])[CH2:10]1)[C:21]1[CH:22]=[CH:23][CH:24]=[CH:25][CH:26]=1, predict the reactants needed to synthesize it. The reactants are: [CH2:1]([N:8]([CH2:20][C:21]1[CH:26]=[CH:25][CH:24]=[CH:23][CH:22]=1)[CH:9]1[CH2:13][CH:12]([C:14]([O:16]CC)=[O:15])[CH:11]([CH3:19])[CH2:10]1)[C:2]1[CH:7]=[CH:6][CH:5]=[CH:4][CH:3]=1. (5) Given the product [Br:24][CH2:20][C:33]1[CH:32]=[C:31]([N:25]2[CH2:30][CH2:29][O:28][CH2:27][CH2:26]2)[CH:36]=[C:35]([N+:37]([O-:39])=[O:38])[CH:34]=1, predict the reactants needed to synthesize it. The reactants are: C1(P(C2C=CC=CC=2)C2C=CC=CC=2)C=CC=CC=1.[C:20]([Br:24])(Br)(Br)Br.[N:25]1([C:31]2[CH:32]=[C:33](CO)[CH:34]=[C:35]([N+:37]([O-:39])=[O:38])[CH:36]=2)[CH2:30][CH2:29][O:28][CH2:27][CH2:26]1. (6) Given the product [Cl:34][C:35]1[CH:43]=[CH:42][C:38]([C:39]([C:4]2[C:3]3[C:7](=[CH:8][CH:9]=[CH:10][C:2]=3[Cl:1])[N:6]([C@@H:11]3[O:28][C@H:27]([CH2:29][O:30][C:31](=[O:33])[CH3:32])[C@@H:22]([O:23][C:24](=[O:26])[CH3:25])[C@H:17]([O:18][C:19](=[O:21])[CH3:20])[C@H:12]3[O:13][C:14](=[O:16])[CH3:15])[CH:5]=2)=[O:40])=[CH:37][CH:36]=1, predict the reactants needed to synthesize it. The reactants are: [Cl:1][C:2]1[CH:10]=[CH:9][CH:8]=[C:7]2[C:3]=1[CH:4]=[CH:5][N:6]2[C@@H:11]1[O:28][C@H:27]([CH2:29][O:30][C:31](=[O:33])[CH3:32])[C@@H:22]([O:23][C:24](=[O:26])[CH3:25])[C@H:17]([O:18][C:19](=[O:21])[CH3:20])[C@H:12]1[O:13][C:14](=[O:16])[CH3:15].[Cl:34][C:35]1[CH:43]=[CH:42][C:38]([C:39](Cl)=[O:40])=[CH:37][CH:36]=1. (7) Given the product [CH2:13]([N:20]1[CH2:21][C:22]2[C:31]3=[C:26]([C:27](=[O:43])[C:28]([C:32]([NH:34][CH2:35][C:36]4[CH:41]=[CH:40][C:39]([Cl:42])=[CH:38][CH:37]=4)=[O:33])=[CH:29][N:30]3[C:1]1=[O:2])[CH:25]=[C:24]([CH2:44][N:45]1[CH2:46][CH2:47][O:48][CH2:49][CH2:50]1)[CH:23]=2)[C:14]1[CH:15]=[CH:16][CH:17]=[CH:18][CH:19]=1, predict the reactants needed to synthesize it. The reactants are: [C:1](N1C=CN=C1)(N1C=CN=C1)=[O:2].[CH2:13]([NH:20][CH2:21][C:22]1[CH:23]=[C:24]([CH2:44][N:45]2[CH2:50][CH2:49][O:48][CH2:47][CH2:46]2)[CH:25]=[C:26]2[C:31]=1[N:30]=[CH:29][C:28]([C:32]([NH:34][CH2:35][C:36]1[CH:41]=[CH:40][C:39]([Cl:42])=[CH:38][CH:37]=1)=[O:33])=[C:27]2[OH:43])[C:14]1[CH:19]=[CH:18][CH:17]=[CH:16][CH:15]=1. (8) Given the product [F:33][C:9]1[C:10]2[O:11][C:12]3[C:17](=[CH:16][C:15]([C:26]4[C:27]([F:32])=[N:28][CH:29]=[CH:30][CH:31]=4)=[CH:14][CH:13]=3)[C@@:18]3([CH2:24][O:23][C:22]([NH2:25])=[N:21]3)[C:19]=2[CH:20]=[C:7]([C:41]2[N:42]=[CH:43][CH:44]=[CH:45][N:46]=2)[CH:8]=1, predict the reactants needed to synthesize it. The reactants are: FC(F)(F)S(O[C:7]1[CH:20]=[C:19]2[C:10]([O:11][C:12]3[CH:13]=[CH:14][C:15]([C:26]4[C:27]([F:32])=[N:28][CH:29]=[CH:30][CH:31]=4)=[CH:16][C:17]=3[C@:18]32[CH2:24][O:23][C:22]([NH2:25])=[N:21]3)=[C:9]([F:33])[CH:8]=1)(=O)=O.C([Sn](CCCC)(CCCC)[C:41]1[N:46]=[CH:45][CH:44]=[CH:43][N:42]=1)CCC.[Cl-].[Li+].